From a dataset of Peptide-MHC class II binding affinity with 134,281 pairs from IEDB. Regression. Given a peptide amino acid sequence and an MHC pseudo amino acid sequence, predict their binding affinity value. This is MHC class II binding data. The peptide sequence is KNLTGLVSAGPKAKS. The MHC is DRB1_0405 with pseudo-sequence DRB1_0405. The binding affinity (normalized) is 0.428.